Task: Regression. Given a peptide amino acid sequence and an MHC pseudo amino acid sequence, predict their binding affinity value. This is MHC class I binding data.. Dataset: Peptide-MHC class I binding affinity with 185,985 pairs from IEDB/IMGT (1) The peptide sequence is YMRERFEPM. The MHC is BoLA-D18.4 with pseudo-sequence BoLA-D18.4. The binding affinity (normalized) is 0.493. (2) The peptide sequence is SSECQGEML. The MHC is HLA-A69:01 with pseudo-sequence HLA-A69:01. The binding affinity (normalized) is 0.0847. (3) The peptide sequence is SYFPEITHI. The MHC is H-2-Kd with pseudo-sequence H-2-Kd. The binding affinity (normalized) is 0.922. (4) The peptide sequence is EPIVGAETF. The MHC is HLA-B15:01 with pseudo-sequence HLA-B15:01. The binding affinity (normalized) is 0.0958. (5) The peptide sequence is VSEVKTLSSY. The MHC is HLA-A31:01 with pseudo-sequence HLA-A31:01. The binding affinity (normalized) is 0.0837.